From a dataset of Catalyst prediction with 721,799 reactions and 888 catalyst types from USPTO. Predict which catalyst facilitates the given reaction. (1) Reactant: Br.[OH:2][C:3]1[CH:12]=[C:11]2[C:6]([CH2:7][CH2:8][NH:9][CH2:10]2)=[CH:5][CH:4]=1.O1CCCC1.[C:18](Cl)(=[O:27])[O:19][CH2:20][C:21]1[CH:26]=[CH:25][CH:24]=[CH:23][CH:22]=1. Product: [CH2:20]([O:19][C:18]([N:9]1[CH2:8][CH2:7][C:6]2[C:11](=[CH:12][C:3]([OH:2])=[CH:4][CH:5]=2)[CH2:10]1)=[O:27])[C:21]1[CH:26]=[CH:25][CH:24]=[CH:23][CH:22]=1. The catalyst class is: 74. (2) Reactant: [O:1]=[C:2]1[CH2:7][O:6][C@@H:5]2[CH2:8][N:9](C(OC(C)(C)C)=O)[CH2:10][CH2:11][C@H:4]2[NH:3]1.C(O)(C(F)(F)F)=O. Product: [NH:3]1[C:2](=[O:1])[CH2:7][O:6][C@@H:5]2[CH2:8][NH:9][CH2:10][CH2:11][C@@H:4]12. The catalyst class is: 2. (3) Reactant: [Br:1][C:2]1[N:7]=[C:6]([N+:8]([O-:10])=[O:9])[C:5]([OH:11])=[CH:4][CH:3]=1.C(=O)([O-])[O-].[K+].[K+].[CH3:18][O:19][C:20](=[O:23])[CH2:21]Br.Cl. Product: [CH3:18][O:19][C:20](=[O:23])[CH2:21][O:11][C:5]1[C:6]([N+:8]([O-:10])=[O:9])=[N:7][C:2]([Br:1])=[CH:3][CH:4]=1. The catalyst class is: 16.